Dataset: Forward reaction prediction with 1.9M reactions from USPTO patents (1976-2016). Task: Predict the product of the given reaction. (1) Given the reactants [Si:1]([O:18][CH:19]1[CH2:22][N:21]([C:23]2[O:24][CH:25]=[C:26]([CH2:28][OH:29])[N:27]=2)[CH2:20]1)([C:14]([CH3:17])([CH3:16])[CH3:15])([C:8]1[CH:13]=[CH:12][CH:11]=[CH:10][CH:9]=1)[C:2]1[CH:7]=[CH:6][CH:5]=[CH:4][CH:3]=1, predict the reaction product. The product is: [Si:1]([O:18][CH:19]1[CH2:22][N:21]([C:23]2[O:24][CH:25]=[C:26]([CH:28]=[O:29])[N:27]=2)[CH2:20]1)([C:14]([CH3:17])([CH3:16])[CH3:15])([C:2]1[CH:3]=[CH:4][CH:5]=[CH:6][CH:7]=1)[C:8]1[CH:13]=[CH:12][CH:11]=[CH:10][CH:9]=1. (2) The product is: [Si:14]([O:13][CH2:12][C:11]1[CH:10]=[C:9]([OH:8])[CH:33]=[C:32]([CH2:34][O:35][C:36]2[CH:41]=[CH:40][C:39]([Cl:42])=[CH:38][C:37]=2[Cl:43])[CH:31]=1)([C:27]([CH3:29])([CH3:28])[CH3:30])([C:21]1[CH:26]=[CH:25][CH:24]=[CH:23][CH:22]=1)[C:15]1[CH:16]=[CH:17][CH:18]=[CH:19][CH:20]=1. Given the reactants C([O:8][C:9]1[CH:10]=[C:11]([CH:31]=[C:32]([CH2:34][O:35][C:36]2[CH:41]=[CH:40][C:39]([Cl:42])=[CH:38][C:37]=2[Cl:43])[CH:33]=1)[CH2:12][O:13][Si:14]([C:27]([CH3:30])([CH3:29])[CH3:28])([C:21]1[CH:26]=[CH:25][CH:24]=[CH:23][CH:22]=1)[C:15]1[CH:20]=[CH:19][CH:18]=[CH:17][CH:16]=1)C1C=CC=CC=1.C(OCC)(=O)C.C(O)C, predict the reaction product. (3) The product is: [CH2:14]([NH:13][C:10]([CH3:11])([CH3:12])[CH2:9][C:5]1[CH:6]=[CH:7][CH:8]=[C:3]([CH2:1][CH3:2])[CH:4]=1)[C:15]1[CH:16]=[CH:17][CH:18]=[CH:19][CH:20]=1. Given the reactants [CH2:1]([C:3]1[CH:4]=[C:5]([CH2:9][C:10]([NH:13][C:14](=O)[C:15]2[CH:20]=[CH:19][CH:18]=[CH:17][CH:16]=2)([CH3:12])[CH3:11])[CH:6]=[CH:7][CH:8]=1)[CH3:2].B.C1COCC1, predict the reaction product. (4) Given the reactants C[O:2][C:3]([C:5]1[C:14]([OH:15])=[C:13]2[C:8]([CH:9]=[CH:10][C:11](=[O:23])[N:12]2[CH2:16][C:17]2[CH:22]=[CH:21][CH:20]=[CH:19][CH:18]=2)=[CH:7][N:6]=1)=O.[CH3:24][NH2:25], predict the reaction product. The product is: [CH3:24][NH:25][C:3]([C:5]1[C:14]([OH:15])=[C:13]2[C:8]([CH:9]=[CH:10][C:11](=[O:23])[N:12]2[CH2:16][C:17]2[CH:22]=[CH:21][CH:20]=[CH:19][CH:18]=2)=[CH:7][N:6]=1)=[O:2]. (5) The product is: [ClH:28].[I:1][C:2]1[CH:7]=[CH:6][C:5]([CH2:8][N:9]2[CH:13]=[CH:12][C:11]([NH:14][C:15]([C:17]3[CH:22]=[CH:21][N:20]=[CH:19][C:18]=3[CH3:23])=[O:16])=[N:10]2)=[C:4]([C:24]([F:27])([F:25])[F:26])[CH:3]=1. Given the reactants [I:1][C:2]1[CH:7]=[CH:6][C:5]([CH2:8][N:9]2[CH:13]=[CH:12][C:11]([NH:14][C:15]([C:17]3[CH:22]=[CH:21][N:20]=[CH:19][C:18]=3[CH3:23])=[O:16])=[N:10]2)=[C:4]([C:24]([F:27])([F:26])[F:25])[CH:3]=1.[ClH:28].O1CCOCC1, predict the reaction product. (6) Given the reactants [N:1]12[CH2:8][CH2:7][CH:4]([CH2:5][CH2:6]1)[C@@H:3]([OH:9])[CH2:2]2.[N+:10]([C:13]1[CH:21]=[CH:20][C:16]([C:17](O)=[O:18])=[CH:15][CH:14]=1)([O-:12])=[O:11].[C:22]([OH:29])(=[O:28])/[CH:23]=[CH:24]/[C:25]([OH:27])=[O:26].C(O)C, predict the reaction product. The product is: [C:22]([OH:29])(=[O:28])/[CH:23]=[CH:24]/[C:25]([OH:27])=[O:26].[N:1]12[CH2:8][CH2:7][CH:4]([CH2:5][CH2:6]1)[C@H:3]([O:9][C:17](=[O:18])[C:16]1[CH:15]=[CH:14][C:13]([N+:10]([O-:12])=[O:11])=[CH:21][CH:20]=1)[CH2:2]2. (7) Given the reactants Br[C:2]1[C:3]([C:16]2[CH:21]=[CH:20][CH:19]=[CH:18][CH:17]=2)=[N:4][C:5]2[C:10]([N:11]=1)=[CH:9][C:8]([C:12]([O:14][CH3:15])=[O:13])=[CH:7][CH:6]=2.[NH:22]1[CH2:27][CH2:26][NH:25][CH2:24][CH2:23]1, predict the reaction product. The product is: [C:16]1([C:3]2[C:2]([N:22]3[CH2:27][CH2:26][NH:25][CH2:24][CH2:23]3)=[N:11][C:10]3[C:5](=[CH:6][CH:7]=[C:8]([C:12]([O:14][CH3:15])=[O:13])[CH:9]=3)[N:4]=2)[CH:21]=[CH:20][CH:19]=[CH:18][CH:17]=1.